From a dataset of Peptide-MHC class I binding affinity with 185,985 pairs from IEDB/IMGT. Regression. Given a peptide amino acid sequence and an MHC pseudo amino acid sequence, predict their binding affinity value. This is MHC class I binding data. (1) The peptide sequence is TSSTCMMCYK. The MHC is HLA-A33:01 with pseudo-sequence HLA-A33:01. The binding affinity (normalized) is 0.437. (2) The MHC is HLA-B54:01 with pseudo-sequence HLA-B54:01. The peptide sequence is RPDTRHLRV. The binding affinity (normalized) is 0. (3) The peptide sequence is RRGGRWILAI. The MHC is Mamu-B03 with pseudo-sequence Mamu-B03. The binding affinity (normalized) is 0.670. (4) The MHC is HLA-A02:06 with pseudo-sequence HLA-A02:06. The binding affinity (normalized) is 0.0423. The peptide sequence is GLTTHCTKL. (5) The MHC is HLA-A02:01 with pseudo-sequence HLA-A02:01. The binding affinity (normalized) is 0.665. The peptide sequence is FLGKIWPSYK. (6) The peptide sequence is TWSIHAHHQW. The MHC is HLA-A24:02 with pseudo-sequence HLA-A24:02. The binding affinity (normalized) is 0.354.